Dataset: Full USPTO retrosynthesis dataset with 1.9M reactions from patents (1976-2016). Task: Predict the reactants needed to synthesize the given product. (1) Given the product [CH3:18][C:13]1[CH:14]=[CH:15][CH:16]=[CH:17][C:12]=1[N:1]1[CH:5]=[C:4]([C:6]([O:8][CH2:9][CH3:10])=[O:7])[CH:3]=[N:2]1, predict the reactants needed to synthesize it. The reactants are: [NH:1]1[CH:5]=[C:4]([C:6]([O:8][CH2:9][CH3:10])=[O:7])[CH:3]=[N:2]1.I[C:12]1[CH:17]=[CH:16][CH:15]=[CH:14][C:13]=1[CH3:18].CNCCNC.C(=O)([O-])[O-].[K+].[K+]. (2) Given the product [Cl:21][C:18]1[CH:19]=[CH:20][C:15]([C:5]2[S:4][CH:3]=[N:7][CH:6]=2)=[N:16][CH:17]=1, predict the reactants needed to synthesize it. The reactants are: C[Si](C)(C)[C:3]1[S:4][C:5]([Sn](C)(C)C)=[CH:6][N:7]=1.Br[C:15]1[CH:20]=[CH:19][C:18]([Cl:21])=[CH:17][N:16]=1. (3) Given the product [CH:14]([NH:18][S:2]([C:5]1[CH:6]=[C:7]([CH:11]=[CH:12][CH:13]=1)[C:8]([OH:10])=[O:9])(=[O:4])=[O:3])([CH2:16][CH3:17])[CH3:15], predict the reactants needed to synthesize it. The reactants are: Cl[S:2]([C:5]1[CH:6]=[C:7]([CH:11]=[CH:12][CH:13]=1)[C:8]([OH:10])=[O:9])(=[O:4])=[O:3].[CH:14]([NH2:18])([CH2:16][CH3:17])[CH3:15]. (4) Given the product [OH:30][C@@H:27]1[CH2:28][CH2:29][N:25]([C:5]2[C:14]3[C:9](=[CH:10][C:11]([O:15][CH3:16])=[CH:12][CH:13]=3)[C:8]([C:17]3[CH:22]=[CH:21][CH:20]=[CH:19][CH:18]=3)=[C:7]([C:23]#[N:24])[N:6]=2)[CH2:26]1, predict the reactants needed to synthesize it. The reactants are: C(N[C:5]1[C:14]2[C:9](=[CH:10][C:11]([O:15][CH3:16])=[CH:12][CH:13]=2)[C:8]([C:17]2[CH:22]=[CH:21][CH:20]=[CH:19][CH:18]=2)=[C:7]([C:23]#[N:24])[N:6]=1)C=C.[NH:25]1[CH2:29][CH2:28][C@@H:27]([OH:30])[CH2:26]1. (5) Given the product [C:1]([N:8]1[CH2:15][C@@H:14]([N:16]([CH:23]2[CH2:28][CH2:27][C:26]([F:30])([F:29])[CH2:25][CH2:24]2)[C:17](=[O:22])[C:18]([CH3:20])([CH3:19])[CH3:21])[CH2:13][C@H:9]1[C:10]([NH:33][CH2:31][CH3:32])=[O:12])([O:3][C:4]([CH3:7])([CH3:6])[CH3:5])=[O:2], predict the reactants needed to synthesize it. The reactants are: [C:1]([N:8]1[CH2:15][C@@H:14]([N:16]([CH:23]2[CH2:28][CH2:27][C:26]([F:30])([F:29])[CH2:25][CH2:24]2)[C:17](=[O:22])[C:18]([CH3:21])([CH3:20])[CH3:19])[CH2:13][C@H:9]1[C:10]([OH:12])=O)([O:3][C:4]([CH3:7])([CH3:6])[CH3:5])=[O:2].[CH2:31]([NH2:33])[CH3:32]. (6) Given the product [CH:6]1[C:5]2[CH2:10][CH2:11][O:12][CH2:2][CH2:3][C:4]=2[CH:9]=[CH:8][CH:7]=1.[CH2:2]=[CH:3][C:4]1[CH:9]=[CH:8][CH:7]=[CH:6][CH:5]=1, predict the reactants needed to synthesize it. The reactants are: O[CH2:2][CH2:3][C:4]1[CH:9]=[CH:8][CH:7]=[CH:6][C:5]=1[CH2:10][CH2:11][O:12]S(C)(=O)=O.[H-].[Na+].[H][H].